The task is: Predict the product of the given reaction.. This data is from Forward reaction prediction with 1.9M reactions from USPTO patents (1976-2016). Given the reactants [CH:1]1([N:7]2[C:11]([CH2:12][CH2:13][O:14][CH3:15])=[C:10]([C:16]([OH:18])=O)[CH:9]=[N:8]2)[CH2:6][CH2:5][CH2:4][CH2:3][CH2:2]1.O[N:20]=[C:21]([C:23]1[CH:28]=[CH:27][CH:26]=[C:25]([C:29]([F:32])([F:31])[F:30])[CH:24]=1)[NH2:22], predict the reaction product. The product is: [CH:1]1([N:7]2[C:11]([CH2:12][CH2:13][O:14][CH3:15])=[C:10]([C:16]3[O:18][N:22]=[C:21]([C:23]4[CH:28]=[CH:27][CH:26]=[C:25]([C:29]([F:30])([F:31])[F:32])[CH:24]=4)[N:20]=3)[CH:9]=[N:8]2)[CH2:2][CH2:3][CH2:4][CH2:5][CH2:6]1.